This data is from Peptide-MHC class II binding affinity with 134,281 pairs from IEDB. The task is: Regression. Given a peptide amino acid sequence and an MHC pseudo amino acid sequence, predict their binding affinity value. This is MHC class II binding data. (1) The peptide sequence is KNTIVIPKGDFLTGP. The MHC is HLA-DQA10101-DQB10501 with pseudo-sequence HLA-DQA10101-DQB10501. The binding affinity (normalized) is 0.0832. (2) The peptide sequence is VSIISILKGVINIWG. The MHC is DRB1_0101 with pseudo-sequence DRB1_0101. The binding affinity (normalized) is 1.00.